Predict which catalyst facilitates the given reaction. From a dataset of Catalyst prediction with 721,799 reactions and 888 catalyst types from USPTO. (1) Reactant: C(OC([N:8]1[CH2:13][CH2:12][C:11]([F:36])([C:14]2[CH:35]=[CH:34][C:17]3[C:18]4[N:19]=[C:20]([C:26]5[N:27]([CH:31]([CH3:33])[CH3:32])[N:28]=[CH:29][N:30]=5)[S:21][C:22]=4[CH2:23][CH2:24][O:25][C:16]=3[CH:15]=2)[CH2:10][CH2:9]1)=O)(C)(C)C.C(O)(C(F)(F)F)=O.C(N(CC)CC)C.[I-].Cl[CH2:53][C:54]([N:56]([CH3:58])[CH3:57])=[O:55]. Product: [F:36][C:11]1([C:14]2[CH:35]=[CH:34][C:17]3[C:18]4[N:19]=[C:20]([C:26]5[N:27]([CH:31]([CH3:33])[CH3:32])[N:28]=[CH:29][N:30]=5)[S:21][C:22]=4[CH2:23][CH2:24][O:25][C:16]=3[CH:15]=2)[CH2:12][CH2:13][N:8]([CH2:53][C:54]([N:56]([CH3:58])[CH3:57])=[O:55])[CH2:9][CH2:10]1. The catalyst class is: 2. (2) Reactant: [C:1]([C:3]1[CH:4]=[C:5]([CH:15]=[CH:16][CH:17]=1)[CH2:6]P(=O)(OCC)OCC)#[N:2].O=[C:19]1[CH2:24][CH2:23][N:22]([C:25]([O:27][C:28]([CH3:31])([CH3:30])[CH3:29])=[O:26])[CH2:21][CH2:20]1.[H-].[Na+]. Product: [C:1]([C:3]1[CH:4]=[C:5]([CH:15]=[CH:16][CH:17]=1)[CH:6]=[C:19]1[CH2:24][CH2:23][N:22]([C:25]([O:27][C:28]([CH3:31])([CH3:30])[CH3:29])=[O:26])[CH2:21][CH2:20]1)#[N:2]. The catalyst class is: 7.